Task: Predict the reactants needed to synthesize the given product.. Dataset: Full USPTO retrosynthesis dataset with 1.9M reactions from patents (1976-2016) (1) Given the product [N:7]1[C:6]2[C:18](=[CH:19][CH:20]=[C:9]3[CH:10]=[CH:11][CH:3]=[CH:4][C:5]3=2)[CH:23]=[N:24][CH:28]=1, predict the reactants needed to synthesize it. The reactants are: Cl.Br[C:3]1[CH:4]=[C:5]([CH:9]=[CH:10][CH:11]=1)[C:6](N)=[NH:7].[OH-].[Na+].Cl[C:20]1[C:19](=O)[C:18]([C:23]#[N:24])=[C:18]([C:23]#[N:24])[C:19](=O)[C:20]=1Cl.[CH2:28](O)C. (2) The reactants are: [ClH:1].C([N:5]1[CH2:14][CH2:13][C:12]2[C:7](=[CH:8][C:9]([C:15](=[O:31])[CH2:16][CH2:17][CH2:18][CH2:19][N:20]([CH2:22][CH2:23][C:24]3[CH:29]=[CH:28][CH:27]=[CH:26][C:25]=3[Cl:30])[CH3:21])=[CH:10][CH:11]=2)[CH2:6]1)(=O)C. Given the product [ClH:30].[ClH:1].[Cl:30][C:25]1[CH:26]=[CH:27][CH:28]=[CH:29][C:24]=1[CH2:23][CH2:22][N:20]([CH3:21])[CH2:19][CH2:18][CH2:17][CH2:16][C:15]([C:9]1[CH:8]=[C:7]2[C:12]([CH2:13][CH2:14][NH:5][CH2:6]2)=[CH:11][CH:10]=1)=[O:31], predict the reactants needed to synthesize it.